Task: Predict the reactants needed to synthesize the given product.. Dataset: Full USPTO retrosynthesis dataset with 1.9M reactions from patents (1976-2016) (1) Given the product [C:3]([C:5]1[CH:10]=[CH:9][C:8]([N:11]=[C:12]2[N:16]([CH2:17][CH:18]([CH3:20])[CH3:19])[C@@H:15]([CH2:21][CH:22]([CH3:24])[CH3:23])[CH2:14][S:13]2)=[C:7]([CH3:25])[CH:6]=1)([OH:4])=[O:2], predict the reactants needed to synthesize it. The reactants are: C[O:2][C:3]([C:5]1[CH:10]=[CH:9][C:8]([N:11]=[C:12]2[N:16]([CH2:17][CH:18]([CH3:20])[CH3:19])[C@@H:15]([CH2:21][CH:22]([CH3:24])[CH3:23])[CH2:14][S:13]2)=[C:7]([CH3:25])[CH:6]=1)=[O:4].[Li+].[OH-]. (2) Given the product [NH2:6][C:7]1[CH:12]=[CH:11][C:10]([S:13][C:14]2[CH:19]=[CH:18][C:17]([C:20]([NH:21][C:22]3[CH:27]=[CH:26][C:25]([CH3:28])=[CH:24][N:23]=3)=[O:29])=[CH:16][C:15]=2[NH:30][C:31]2[C:32]3[CH:40]=[CH:39][C:38]([CH:41]([CH3:43])[CH3:42])=[N:37][C:33]=3[N:34]=[CH:35][N:36]=2)=[CH:9][CH:8]=1, predict the reactants needed to synthesize it. The reactants are: ClC(Cl)(Cl)COC(=O)[NH:6][C:7]1[CH:12]=[CH:11][C:10]([S:13][C:14]2[CH:19]=[CH:18][C:17]([C:20](=[O:29])[NH:21][C:22]3[CH:27]=[CH:26][C:25]([CH3:28])=[CH:24][N:23]=3)=[CH:16][C:15]=2[NH:30][C:31]2[C:32]3[CH:40]=[CH:39][C:38]([CH:41]([CH3:43])[CH3:42])=[N:37][C:33]=3[N:34]=[CH:35][N:36]=2)=[CH:9][CH:8]=1.[OH-].[Na+].Cl. (3) Given the product [OH:24][NH:23][C:18]([C:16]1[CH:15]=[CH:14][C:12]2[CH2:13][N:7]([C:4]3[CH:5]=[CH:6][C:1]([CH3:22])=[CH:2][CH:3]=3)[CH2:8][CH2:9][O:10][C:11]=2[CH:17]=1)=[O:19], predict the reactants needed to synthesize it. The reactants are: [C:1]1([CH3:22])[CH:6]=[CH:5][C:4]([N:7]2[CH2:13][C:12]3[CH:14]=[CH:15][C:16]([C:18](OC)=[O:19])=[CH:17][C:11]=3[O:10][CH2:9][CH2:8]2)=[CH:3][CH:2]=1.[NH2:23][OH:24].[OH-].[Na+].